Dataset: Full USPTO retrosynthesis dataset with 1.9M reactions from patents (1976-2016). Task: Predict the reactants needed to synthesize the given product. Given the product [CH3:14][O:15][C:16]1[CH:17]=[C:18]([CH:38]=[CH:39][C:40]=1[O:41][CH3:42])[O:19][CH2:20][C:21]1[O:25][N:24]=[C:23]([C@@H:26]2[CH2:30][CH2:29][CH2:28][NH:27]2)[N:22]=1, predict the reactants needed to synthesize it. The reactants are: Cl.C(OCC)(=O)C.C(OCC)(=O)C.[CH3:14][O:15][C:16]1[CH:17]=[C:18]([CH:38]=[CH:39][C:40]=1[O:41][CH3:42])[O:19][CH2:20][C:21]1[O:25][N:24]=[C:23]([C@@H:26]2[CH2:30][CH2:29][CH2:28][N:27]2C(OC(C)(C)C)=O)[N:22]=1.